Task: Predict the product of the given reaction.. Dataset: Forward reaction prediction with 1.9M reactions from USPTO patents (1976-2016) (1) Given the reactants [OH:1][C:2]1[C:3]([C:10]([NH:12][C@H:13]2[CH2:21][CH2:20][CH2:19][C@H:18]([O:22][CH2:23][CH2:24][CH3:25])[C@@H:17]([CH2:26][CH2:27][CH:28]([CH3:30])[CH3:29])[C@H:16]([CH3:31])[O:15][C:14]2=[O:32])=[O:11])=[N:4][CH:5]=[CH:6][C:7]=1[O:8][CH3:9].C([O-])([O-])=O.[K+].[K+].[C:39]([O:42][CH2:43]Br)(=[O:41])[CH3:40], predict the reaction product. The product is: [C:39]([O:42][CH2:43][O:1][C:2]1[C:3]([C:10](=[O:11])[NH:12][C@H:13]2[CH2:21][CH2:20][CH2:19][C@H:18]([O:22][CH2:23][CH2:24][CH3:25])[C@@H:17]([CH2:26][CH2:27][CH:28]([CH3:30])[CH3:29])[C@H:16]([CH3:31])[O:15][C:14]2=[O:32])=[N:4][CH:5]=[CH:6][C:7]=1[O:8][CH3:9])(=[O:41])[CH3:40]. (2) Given the reactants C([O:8][C:9]1[C:14](=[O:15])[C:13]([CH:16]([O:21][CH3:22])[C:17]([F:20])([F:19])[F:18])=[CH:12][NH:11][C:10]=1[CH3:23])C1C=CC=CC=1, predict the reaction product. The product is: [OH:8][C:9]1[C:14](=[O:15])[C:13]([CH:16]([O:21][CH3:22])[C:17]([F:18])([F:19])[F:20])=[CH:12][NH:11][C:10]=1[CH3:23]. (3) Given the reactants [NH:1]1[CH:5]=[CH:4][N:3]=[C:2]1[C:6]1[S:7][CH:8]=[C:9]([C:11]([NH2:13])=O)[N:10]=1.O=P(Cl)(Cl)Cl.C([O-])(O)=O.[Na+], predict the reaction product. The product is: [NH:3]1[CH:4]=[CH:5][N:1]=[C:2]1[C:6]1[S:7][CH:8]=[C:9]([C:11]#[N:13])[N:10]=1.